From a dataset of Catalyst prediction with 721,799 reactions and 888 catalyst types from USPTO. Predict which catalyst facilitates the given reaction. (1) Reactant: [O:1]1[C:5]2[CH:6]=[CH:7][C:8]([CH2:10][C:11]#N)=[CH:9][C:4]=2[O:3][CH2:2]1.Br[CH2:14][CH2:15]Cl.[OH-:17].[Na+].[OH2:19]. The catalyst class is: 572. Product: [O:1]1[C:5]2[CH:6]=[CH:7][C:8]([C:10]3([C:11]([OH:19])=[O:17])[CH2:15][CH2:14]3)=[CH:9][C:4]=2[O:3][CH2:2]1. (2) Reactant: C(OC([NH:8][CH2:9][CH2:10][CH2:11][N:12]1[C:21]2[C:22]3[CH:23]=[CH:24][CH:25]=[CH:26][C:27]=3[C:28](=[O:29])[C:20]=2[C:19]2[C:14](=[CH:15][C:16]([NH:30][C:31](=[O:37])[CH2:32][C:33]([O:35][CH3:36])=[O:34])=[CH:17][CH:18]=2)[C:13]1=[O:38])=O)(C)(C)C.C(O)(C(F)(F)F)=O. Product: [NH2:8][CH2:9][CH2:10][CH2:11][N:12]1[C:21]2[C:22]3[CH:23]=[CH:24][CH:25]=[CH:26][C:27]=3[C:28](=[O:29])[C:20]=2[C:19]2[C:14](=[CH:15][C:16]([NH:30][C:31](=[O:37])[CH2:32][C:33]([O:35][CH3:36])=[O:34])=[CH:17][CH:18]=2)[C:13]1=[O:38]. The catalyst class is: 22. (3) Reactant: [CH2:1]([O:3][C:4]([C:6]1[CH2:10][CH:9]([C:11](=[O:30])[NH:12][C:13]2[CH:18]=[CH:17][C:16]([C:19]3[CH:24]=[CH:23][CH:22]=[CH:21][C:20]=3[S:25]([CH3:28])(=[O:27])=[O:26])=[CH:15][C:14]=2[F:29])[NH:8][N:7]=1)=[O:5])[CH3:2].N1C=CC=CC=1.[Cl:37][C:38]1[CH:43]=[CH:42][C:41]([N:44]=[C:45]=[O:46])=[CH:40][CH:39]=1. Product: [CH2:1]([O:3][C:4]([C:6]1[CH2:10][CH:9]([C:11](=[O:30])[NH:12][C:13]2[CH:18]=[CH:17][C:16]([C:19]3[CH:24]=[CH:23][CH:22]=[CH:21][C:20]=3[S:25]([CH3:28])(=[O:27])=[O:26])=[CH:15][C:14]=2[F:29])[N:8]([C:45](=[O:46])[NH:44][C:41]2[CH:42]=[CH:43][C:38]([Cl:37])=[CH:39][CH:40]=2)[N:7]=1)=[O:5])[CH3:2]. The catalyst class is: 2. (4) Reactant: [CH3:1][N:2]([CH2:4][CH2:5][O:6][C:7]1[CH:8]=[C:9]([CH:14]=[CH:15][C:16]=1[I:17])[C:10]([O:12]C)=[O:11])[CH3:3].[OH-].[Na+]. Product: [CH3:3][N:2]([CH2:4][CH2:5][O:6][C:7]1[CH:8]=[C:9]([CH:14]=[CH:15][C:16]=1[I:17])[C:10]([OH:12])=[O:11])[CH3:1]. The catalyst class is: 5. (5) The catalyst class is: 18. Product: [CH3:35][O:36][C:37]1[CH:45]=[CH:44][CH:43]=[CH:42][C:38]=1[C:39]1[O:41][N:71]=[C:57]([CH2:58][S:59][C:60]2[N:64]([CH3:65])[C:63]([C:66]3[S:67][CH:68]=[CH:69][CH:70]=3)=[N:62][N:61]=2)[N:56]=1. Reactant: CN(C(ON1N=NC2C=CC=CC1=2)=[N+](C)C)C.F[P-](F)(F)(F)(F)F.C1C=CC2N(O)N=NC=2C=1.[CH3:35][O:36][C:37]1[CH:45]=[CH:44][CH:43]=[CH:42][C:38]=1[C:39]([OH:41])=O.CCN(C(C)C)C(C)C.O[NH:56][C:57](=[NH:71])[CH2:58][S:59][C:60]1[N:64]([CH3:65])[C:63]([C:66]2[S:67][CH:68]=[CH:69][CH:70]=2)=[N:62][N:61]=1. (6) Reactant: [CH2:1]([O:8][C:9]1[CH:14]=[CH:13][C:12]([OH:15])=[CH:11][CH:10]=1)[C:2]1[CH:7]=[CH:6][CH:5]=[CH:4][CH:3]=1.[OH-].[Na+].[CH3:18][CH2:19][CH2:20]Br.O. Product: [CH2:18]([O:15][C:12]1[CH:11]=[CH:10][C:9]([O:8][CH2:1][C:2]2[CH:3]=[CH:4][CH:5]=[CH:6][CH:7]=2)=[CH:14][CH:13]=1)[CH2:19][CH3:20]. The catalyst class is: 16.